The task is: Predict hERG channel inhibition at various concentrations.. This data is from hERG Central: cardiac toxicity at 1µM, 10µM, and general inhibition. (1) The molecule is CCOC(=O)C1CCN(C(=O)C2CCN(S(=O)(=O)N3CCCC3)CC2)CC1. Results: hERG_inhib (hERG inhibition (general)): blocker. (2) The molecule is CCN(CC(=O)NCc1ccc(Cl)cc1)C(=O)CSc1ccc(Br)cc1. Results: hERG_inhib (hERG inhibition (general)): blocker.